Dataset: Forward reaction prediction with 1.9M reactions from USPTO patents (1976-2016). Task: Predict the product of the given reaction. (1) Given the reactants Cl[C:2]1[C:7]([Cl:8])=[N:6][CH:5]=[CH:4][N:3]=1.[Cl:9][C:10]1[S:14][C:13]([S:15]([NH2:18])(=[O:17])=[O:16])=[CH:12][CH:11]=1.C(=O)([O-])[O-].[K+].[K+].C(O)(=O)[CH2:26][C:27]([CH2:32][C:33](O)=O)([C:29]([OH:31])=[O:30])O, predict the reaction product. The product is: [C:29]([O:31][CH2:7][CH3:2])(=[O:30])[CH3:27].[CH3:10][CH2:33][CH2:32][CH:27]([CH3:26])[CH3:29].[Cl:9][C:10]1[S:14][C:13]([S:15]([NH:18][C:2]2[C:7]([Cl:8])=[N:6][CH:5]=[CH:4][N:3]=2)(=[O:17])=[O:16])=[CH:12][CH:11]=1. (2) Given the reactants Br[C:2]1[CH:3]=[C:4]([CH2:8][C:9]([O:11][C:12]([CH3:15])([CH3:14])[CH3:13])=[O:10])[CH:5]=[CH:6][CH:7]=1.[CH2:16]([Sn](CCCC)(CCCC)CCCC)[CH:17]=C.[F-].[K+].O, predict the reaction product. The product is: [CH:16]([C:2]1[CH:3]=[C:4]([CH2:8][C:9]([O:11][C:12]([CH3:15])([CH3:14])[CH3:13])=[O:10])[CH:5]=[CH:6][CH:7]=1)=[CH2:17]. (3) Given the reactants C[O:2][C:3](=[O:27])[C@@H:4]([N:12]1[CH2:16][C:15]([O:17][C:18]2[CH:23]=[C:22]([Cl:24])[CH:21]=[CH:20][C:19]=2[Cl:25])=[CH:14][C:13]1=[O:26])[CH2:5][CH:6]1[CH2:11][CH2:10][CH2:9][CH2:8][CH2:7]1.[OH-].[Li+], predict the reaction product. The product is: [CH:6]1([CH2:5][C@H:4]([N:12]2[CH2:16][C:15]([O:17][C:18]3[CH:23]=[C:22]([Cl:24])[CH:21]=[CH:20][C:19]=3[Cl:25])=[CH:14][C:13]2=[O:26])[C:3]([OH:27])=[O:2])[CH2:11][CH2:10][CH2:9][CH2:8][CH2:7]1. (4) Given the reactants [OH:1][CH:2]1[CH2:5][N:4]([C:6]2[S:7][CH:8]=[C:9]([CH2:11][NH:12][C:13]([C:15]3[S:16][CH:17]=[CH:18][CH:19]=3)=[O:14])[N:10]=2)[CH2:3]1.[CH3:20][S:21](Cl)(=[O:23])=[O:22].C(N(CC)CC)C, predict the reaction product. The product is: [CH3:20][S:21]([O:1][CH:2]1[CH2:5][N:4]([C:6]2[S:7][CH:8]=[C:9]([CH2:11][NH:12][C:13]([C:15]3[S:16][CH:17]=[CH:18][CH:19]=3)=[O:14])[N:10]=2)[CH2:3]1)(=[O:23])=[O:22]. (5) Given the reactants [NH2:1][C:2]1[CH:6]=[C:5]([Cl:7])[N:4]([C:8]2[CH:13]=[CH:12][C:11](Br)=[CH:10][CH:9]=2)[C:3]=1[C:15]([O:17][CH2:18][CH3:19])=[O:16].[CH3:20][C:21]1([CH3:37])[C:25]([CH3:27])([CH3:26])[O:24][B:23]([B:23]2[O:24][C:25]([CH3:27])([CH3:26])[C:21]([CH3:37])([CH3:20])[O:22]2)[O:22]1.C([O-])(=O)C.[K+], predict the reaction product. The product is: [NH2:1][C:2]1[CH:6]=[C:5]([Cl:7])[N:4]([C:8]2[CH:13]=[CH:12][C:11]([B:23]3[O:24][C:25]([CH3:27])([CH3:26])[C:21]([CH3:37])([CH3:20])[O:22]3)=[CH:10][CH:9]=2)[C:3]=1[C:15]([O:17][CH2:18][CH3:19])=[O:16]. (6) Given the reactants Br[CH2:2][C:3]1[CH:11]=[CH:10][CH:9]=[C:8]2[C:4]=1[CH:5]=[N:6][N:7]2[CH:12]1[CH2:17][CH2:16][CH2:15][CH2:14][O:13]1.[F:18][C:19]1[C:24]([F:25])=[CH:23][C:22]([C:26]2[CH:31]=[CH:30][C:29]([OH:32])=[CH:28][CH:27]=2)=[C:21]([O:33][CH3:34])[CH:20]=1.C(=O)([O-])[O-].[K+].[K+].CCOC(C)=O, predict the reaction product. The product is: [F:18][C:19]1[C:24]([F:25])=[CH:23][C:22]([C:26]2[CH:27]=[CH:28][C:29]([O:32][CH2:2][C:3]3[CH:11]=[CH:10][CH:9]=[C:8]4[C:4]=3[CH:5]=[N:6][N:7]4[CH:12]3[CH2:17][CH2:16][CH2:15][CH2:14][O:13]3)=[CH:30][CH:31]=2)=[C:21]([O:33][CH3:34])[CH:20]=1. (7) Given the reactants [C:1]([O:5][C:6]([N:8]1[CH2:13][CH2:12][N:11]([C:14]2[C:19](Cl)=[CH:18][C:17]([C:21]([F:24])([F:23])[F:22])=[CH:16][N:15]=2)[CH2:10][CH2:9]1)=[O:7])([CH3:4])([CH3:3])[CH3:2].[CH:25]1(P(C2CCCCC2)C2C=CC=CC=2C2C(OC)=CC=CC=2OC)CCCCC1.[F-].[K+].CB(O)O, predict the reaction product. The product is: [C:1]([O:5][C:6]([N:8]1[CH2:13][CH2:12][N:11]([C:14]2[C:19]([CH3:25])=[CH:18][C:17]([C:21]([F:24])([F:23])[F:22])=[CH:16][N:15]=2)[CH2:10][CH2:9]1)=[O:7])([CH3:4])([CH3:3])[CH3:2].